This data is from TCR-epitope binding with 47,182 pairs between 192 epitopes and 23,139 TCRs. The task is: Binary Classification. Given a T-cell receptor sequence (or CDR3 region) and an epitope sequence, predict whether binding occurs between them. The epitope is AYILFTRFFYV. The TCR CDR3 sequence is CASSHGGHEQFF. Result: 0 (the TCR does not bind to the epitope).